Dataset: Full USPTO retrosynthesis dataset with 1.9M reactions from patents (1976-2016). Task: Predict the reactants needed to synthesize the given product. Given the product [Cl:19][C:13]1[CH:12]=[C:11]2[C:16]([C:17]([OH:18])=[C:8]([NH:7][C:1](=[O:5])[CH2:2][CH2:3][CH3:4])[CH:9]=[N:10]2)=[CH:15][CH:14]=1, predict the reactants needed to synthesize it. The reactants are: [C:1](Cl)(=[O:5])[CH2:2][CH2:3][CH3:4].[NH2:7][C:8]1[CH:9]=[N:10][C:11]2[C:16]([C:17]=1[OH:18])=[CH:15][CH:14]=[C:13]([Cl:19])[CH:12]=2.C(N(CC)CC)C.